The task is: Predict the product of the given reaction.. This data is from Forward reaction prediction with 1.9M reactions from USPTO patents (1976-2016). Given the reactants [C:1]1([CH:7]2[CH2:12][CH2:11][NH:10][CH2:9][CH2:8]2)[CH:6]=[CH:5][CH:4]=[CH:3][CH:2]=1.Br[CH2:14][CH2:15][CH2:16][C:17]#[N:18].C(=O)([O-])[O-].[K+].[K+].[I-].[K+], predict the reaction product. The product is: [C:1]1([CH:7]2[CH2:8][CH2:9][N:10]([CH2:14][CH2:15][CH2:16][C:17]#[N:18])[CH2:11][CH2:12]2)[CH:6]=[CH:5][CH:4]=[CH:3][CH:2]=1.